Dataset: Full USPTO retrosynthesis dataset with 1.9M reactions from patents (1976-2016). Task: Predict the reactants needed to synthesize the given product. (1) Given the product [Cl:30][C:25]1[CH:24]=[C:23]([CH2:22][C@@H:2]([NH:1][C:42]([CH:40]2[CH2:41][N:38]([C:31]([O:33][C:34]([CH3:37])([CH3:36])[CH3:35])=[O:32])[CH2:39]2)=[O:43])[C:3]([N:5]2[CH2:6][CH2:7][N:8]([C:11]3[CH:16]=[CH:15][CH:14]=[CH:13][C:12]=3[NH:17][S:18]([CH3:21])(=[O:19])=[O:20])[CH2:9][CH2:10]2)=[O:4])[CH:28]=[CH:27][C:26]=1[Cl:29], predict the reactants needed to synthesize it. The reactants are: [NH2:1][C@H:2]([CH2:22][C:23]1[CH:28]=[CH:27][C:26]([Cl:29])=[C:25]([Cl:30])[CH:24]=1)[C:3]([N:5]1[CH2:10][CH2:9][N:8]([C:11]2[CH:16]=[CH:15][CH:14]=[CH:13][C:12]=2[NH:17][S:18]([CH3:21])(=[O:20])=[O:19])[CH2:7][CH2:6]1)=[O:4].[C:31]([N:38]1[CH2:41][CH:40]([C:42](O)=[O:43])[CH2:39]1)([O:33][C:34]([CH3:37])([CH3:36])[CH3:35])=[O:32].CCN=C=NCCCN(C)C.CI.C1C=NC2N(O)N=NC=2C=1. (2) The reactants are: [CH:1]([NH:4][C:5]([C:7]1[C:15]2[C:10](=[N:11][C:12]([NH2:16])=[CH:13][CH:14]=2)[N:9]([C:17]([CH3:20])([CH3:19])[CH3:18])[N:8]=1)=[O:6])([CH3:3])[CH3:2].[C:21]1([CH3:30])[CH:26]=[CH:25][C:24]([C:27](Cl)=[O:28])=[CH:23][CH:22]=1. Given the product [CH:1]([NH:4][C:5]([C:7]1[C:15]2[C:10](=[N:11][C:12]([NH:16][C:27](=[O:28])[C:24]3[CH:25]=[CH:26][C:21]([CH3:30])=[CH:22][CH:23]=3)=[CH:13][CH:14]=2)[N:9]([C:17]([CH3:18])([CH3:20])[CH3:19])[N:8]=1)=[O:6])([CH3:3])[CH3:2], predict the reactants needed to synthesize it. (3) Given the product [C:26]([C:24]1[CH:25]=[C:20]([C:16]2[CH:17]=[CH:18][CH:19]=[C:14]([CH:11]3[CH2:12][CH2:13][NH:8][CH2:9][CH2:10]3)[N:15]=2)[CH:21]=[C:22]([C:32]([CH3:35])([CH3:34])[CH3:33])[C:23]=1[O:30][CH3:31])([CH3:27])([CH3:28])[CH3:29], predict the reactants needed to synthesize it. The reactants are: C(OC([N:8]1[CH2:13][CH:12]=[C:11]([C:14]2[CH:19]=[CH:18][CH:17]=[C:16]([C:20]3[CH:25]=[C:24]([C:26]([CH3:29])([CH3:28])[CH3:27])[C:23]([O:30][CH3:31])=[C:22]([C:32]([CH3:35])([CH3:34])[CH3:33])[CH:21]=3)[N:15]=2)[CH2:10][CH2:9]1)=O)(C)(C)C. (4) Given the product [CH2:1]([N:8]1[CH2:13][CH2:12][N:11]([CH2:14][C:15]2[CH:20]=[CH:19][CH:18]=[CH:17][CH:16]=2)[CH2:10][C@@H:9]1[CH2:21][CH2:22][OH:32])[C:2]1[CH:3]=[CH:4][CH:5]=[CH:6][CH:7]=1, predict the reactants needed to synthesize it. The reactants are: [CH2:1]([N:8]1[CH2:13][CH2:12][N:11]([CH2:14][C:15]2[CH:20]=[CH:19][CH:18]=[CH:17][CH:16]=2)[CH2:10][C@@H:9]1[CH:21]=[CH2:22])[C:2]1[CH:7]=[CH:6][CH:5]=[CH:4][CH:3]=1.B1C2CCCC1CCC2.[OH:32]O.[OH-].[Na+]. (5) Given the product [CH3:9][N:10]([C:11]1[CH:16]=[CH:15][CH:14]=[C:13]([OH:17])[CH:12]=1)[C:2]1[CH:7]=[C:6]([N:10]([CH3:9])[C:11]2[CH:16]=[CH:15][CH:14]=[C:13]([OH:17])[CH:12]=2)[N:5]=[CH:4][N:3]=1, predict the reactants needed to synthesize it. The reactants are: Cl[C:2]1[CH:7]=[C:6](Cl)[N:5]=[CH:4][N:3]=1.[CH3:9][NH:10][C:11]1[CH:12]=[C:13]([OH:17])[CH:14]=[CH:15][CH:16]=1. (6) Given the product [CH2:1]([O:3][C:4](=[O:18])[CH:5]([O:15][CH2:16][CH3:17])[CH2:6][C:7]1[CH:12]=[CH:11][C:10]([O:13][CH2:32][C:28]2[S:27][C:26]([C:23]3[CH:24]=[CH:25][C:20]([Cl:19])=[CH:21][CH:22]=3)=[N:30][C:29]=2[CH3:31])=[CH:9][C:8]=1[CH3:14])[CH3:2], predict the reactants needed to synthesize it. The reactants are: [CH2:1]([O:3][C:4](=[O:18])[CH:5]([O:15][CH2:16][CH3:17])[CH2:6][C:7]1[CH:12]=[CH:11][C:10]([OH:13])=[CH:9][C:8]=1[CH3:14])[CH3:2].[Cl:19][C:20]1[CH:25]=[CH:24][C:23]([C:26]2[S:27][C:28]([CH2:32]O)=[C:29]([CH3:31])[N:30]=2)=[CH:22][CH:21]=1.ClC1C=CC(C(N)=S)=CC=1.ClC(C(C)=O)C(OCC)=O.C1(P(C2C=CC=CC=2)C2C=CC=CC=2)C=CC=CC=1.N(C(OCC)=O)=NC(OCC)=O. (7) Given the product [CH2:18]([O:8][C:6]1[CH:7]=[C:2]([I:1])[CH:3]=[CH:4][C:5]=1[O:9][CH:10]([CH3:12])[CH3:11])[CH3:19], predict the reactants needed to synthesize it. The reactants are: [I:1][C:2]1[CH:3]=[CH:4][C:5]([O:9][CH:10]([CH3:12])[CH3:11])=[C:6]([OH:8])[CH:7]=1.CN(C=O)C.[CH2:18](I)[CH3:19].